This data is from Catalyst prediction with 721,799 reactions and 888 catalyst types from USPTO. The task is: Predict which catalyst facilitates the given reaction. (1) Reactant: C([O:5][CH2:6][CH:7]([CH2:12][CH3:13])[CH2:8][CH2:9][CH2:10][CH3:11])(=O)C=C.C(=O)([O-])[O-:15].[Cs+].[Cs+]. Product: [CH3:11][CH2:10][CH2:9][CH2:8][CH:7]([C:6]([OH:5])=[O:15])[CH2:12][CH3:13]. The catalyst class is: 10. (2) Reactant: [F:1][C:2]1[CH:7]=[C:6]([F:8])[CH:5]=[CH:4][C:3]=1[NH2:9].C(=O)([O-])[O-].[K+].[K+].[CH2:16](Br)[C:17]1[CH:22]=[CH:21][CH:20]=[CH:19][CH:18]=1.O. Product: [CH2:16]([N:9]([CH2:16][C:17]1[CH:22]=[CH:21][CH:20]=[CH:19][CH:18]=1)[C:3]1[CH:4]=[CH:5][C:6]([F:8])=[CH:7][C:2]=1[F:1])[C:17]1[CH:22]=[CH:21][CH:20]=[CH:19][CH:18]=1. The catalyst class is: 9. (3) Reactant: [CH3:1][S:2](Cl)(=[O:4])=[O:3].[NH2:6][C:7]1[CH:12]=[C:11]([F:13])[C:10]([C:14]2[N:18]([CH3:19])[C:17]([C:20]#[N:21])=[CH:16][CH:15]=2)=[C:9]([F:22])[CH:8]=1.Cl. Product: [C:20]([C:17]1[N:18]([CH3:19])[C:14]([C:10]2[C:9]([F:22])=[CH:8][C:7]([NH:6][S:2]([CH3:1])(=[O:4])=[O:3])=[CH:12][C:11]=2[F:13])=[CH:15][CH:16]=1)#[N:21]. The catalyst class is: 17.